From a dataset of Reaction yield outcomes from USPTO patents with 853,638 reactions. Predict the reaction yield, written as a fraction of the theoretical maximum amount of product (1.0 means a 100% yield; for example, 0.34 means a 34% yield). (1) The reactants are [CH:1]([C:4]1[CH:5]=[CH:6][C:7]([O:13][CH3:14])=[C:8](B(O)O)[CH:9]=1)([CH3:3])[CH3:2].Br[C:16]1[CH:17]=[C:18]([CH:22]([C:27]2[O:28][C:29]([CH3:32])=[N:30][N:31]=2)[CH2:23][C:24]([OH:26])=[O:25])[CH:19]=[CH:20][CH:21]=1. The catalyst is CN(C=O)C.O.[NH4+].[Cl-]. The product is [CH:1]([C:4]1[CH:5]=[CH:6][C:7]([O:13][CH3:14])=[C:8]([C:20]2[CH:21]=[CH:16][CH:17]=[C:18]([CH:22]([C:27]3[O:28][C:29]([CH3:32])=[N:30][N:31]=3)[CH2:23][C:24]([OH:26])=[O:25])[CH:19]=2)[CH:9]=1)([CH3:3])[CH3:2]. The yield is 0.570. (2) The reactants are [F-:1].[K+].Cl[C:4]1[N:8]([C:9]2[CH:14]=[CH:13][CH:12]=[CH:11][CH:10]=2)[N:7]=[C:6]([C:15]([F:18])([F:17])[F:16])[C:5]=1[CH:19]=[O:20].O. The catalyst is CS(C)=O. The product is [F:1][C:4]1[N:8]([C:9]2[CH:14]=[CH:13][CH:12]=[CH:11][CH:10]=2)[N:7]=[C:6]([C:15]([F:18])([F:17])[F:16])[C:5]=1[CH:19]=[O:20]. The yield is 0.850.